From a dataset of Catalyst prediction with 721,799 reactions and 888 catalyst types from USPTO. Predict which catalyst facilitates the given reaction. (1) Reactant: [Cl-].O[NH3+:3].[C:4](=[O:7])([O-])[OH:5].[Na+].CS(C)=O.[CH2:13]([C:15]1[N:16]=[C:17]([CH2:45][CH2:46][CH3:47])[N:18]([CH2:30][C:31]2[CH:36]=[CH:35][C:34]([C:37]3[C:38]([C:43]#[N:44])=[CH:39][CH:40]=[CH:41][CH:42]=3)=[CH:33][CH:32]=2)[C:19](=[O:29])[C:20]=1[O:21][C:22]1[CH:27]=[C:26]([CH3:28])[CH:25]=[CH:24][N:23]=1)[CH3:14]. Product: [CH2:13]([C:15]1[N:16]=[C:17]([CH2:45][CH2:46][CH3:47])[N:18]([CH2:30][C:31]2[CH:36]=[CH:35][C:34]([C:37]3[CH:42]=[CH:41][CH:40]=[CH:39][C:38]=3[C:43]3[NH:3][C:4](=[O:7])[O:5][N:44]=3)=[CH:33][CH:32]=2)[C:19](=[O:29])[C:20]=1[O:21][C:22]1[CH:27]=[C:26]([CH3:28])[CH:25]=[CH:24][N:23]=1)[CH3:14]. The catalyst class is: 13. (2) Reactant: [F:1][C:2]1[CH:7]=[CH:6][CH:5]=[C:4]([F:8])[C:3]=1[C:9]1[N:14]=[C:13]([C:15]([OH:17])=O)[CH:12]=[CH:11][C:10]=1[F:18].[NH2:19][C:20]1[C:21]([N:29]2[CH2:34][C@H:33]([C:35]([F:38])([F:37])[F:36])[CH2:32][C@H:31]([NH:39]C(=O)OC(C)(C)C)[CH2:30]2)=[C:22]2[CH2:28][CH2:27][O:26][C:23]2=[N:24][CH:25]=1.CN(C(ON1N=NC2C=CC=NC1=2)=[N+](C)C)C.F[P-](F)(F)(F)(F)F.CCN(C(C)C)C(C)C. Product: [NH2:39][C@H:31]1[CH2:32][C@@H:33]([C:35]([F:37])([F:38])[F:36])[CH2:34][N:29]([C:21]2[C:20]([NH:19][C:15]([C:13]3[CH:12]=[CH:11][C:10]([F:18])=[C:9]([C:3]4[C:4]([F:8])=[CH:5][CH:6]=[CH:7][C:2]=4[F:1])[N:14]=3)=[O:17])=[CH:25][N:24]=[C:23]3[O:26][CH2:27][CH2:28][C:22]=23)[CH2:30]1. The catalyst class is: 3. (3) Reactant: [Br:1][C:2]1[C:7]([F:8])=[CH:6][C:5]([N+:9]([O-:11])=[O:10])=[C:4](F)[CH:3]=1.C(N(C(C)C)CC)(C)C.[NH2:22][CH:23]1[CH2:28][CH2:27][N:26]([C:29]([O:31][C:32]([CH3:35])([CH3:34])[CH3:33])=[O:30])[CH2:25][CH2:24]1. Product: [F:8][C:7]1[C:2]([Br:1])=[CH:3][C:4]([NH:22][CH:23]2[CH2:24][CH2:25][N:26]([C:29]([O:31][C:32]([CH3:35])([CH3:34])[CH3:33])=[O:30])[CH2:27][CH2:28]2)=[C:5]([N+:9]([O-:11])=[O:10])[CH:6]=1. The catalyst class is: 9.